This data is from Forward reaction prediction with 1.9M reactions from USPTO patents (1976-2016). The task is: Predict the product of the given reaction. (1) Given the reactants [Br:1][C:2]1[CH:3]=[C:4]([CH2:8][CH2:9][N:10]2[CH:14]=[C:13]([C:15]3[CH:20]=[CH:19][CH:18]=[CH:17][CH:16]=3)[N:12]=[C:11]2[CH:21]=[O:22])[CH:5]=[CH:6][CH:7]=1, predict the reaction product. The product is: [Br:1][C:2]1[CH:7]=[CH:6][C:5]2[CH:21]([OH:22])[C:11]3[N:10]([CH2:9][CH2:8][C:4]=2[CH:3]=1)[CH:14]=[C:13]([C:15]1[CH:16]=[CH:17][CH:18]=[CH:19][CH:20]=1)[N:12]=3. (2) The product is: [N:1]1[CH:6]=[CH:5][CH:4]=[CH:3][C:2]=1[O:7][C:8]1[CH:13]=[CH:12][C:11]([CH2:14][OH:15])=[CH:10][CH:9]=1. Given the reactants [N:1]1[CH:6]=[CH:5][CH:4]=[CH:3][C:2]=1[O:7][C:8]1[CH:13]=[CH:12][C:11]([CH:14]=[O:15])=[CH:10][CH:9]=1.[BH4-].[Na+].O, predict the reaction product. (3) Given the reactants [C:1]1([N:7]2[C:11]([C:12]3[CH:17]=[CH:16][C:15]([CH3:18])=[CH:14][CH:13]=3)=[CH:10][C:9]([CH2:19][CH2:20][CH:21]=O)=[N:8]2)[CH:6]=[CH:5][CH:4]=[CH:3][CH:2]=1.[CH3:23][O:24][C:25]1[CH:30]=[CH:29][C:28]([N:31]2[CH2:36][CH2:35][NH:34][CH2:33][CH2:32]2)=[CH:27][CH:26]=1.CCN(C(C)C)C(C)C.[BH-](OC(C)=O)(OC(C)=O)OC(C)=O.[Na+], predict the reaction product. The product is: [CH3:23][O:24][C:25]1[CH:26]=[CH:27][C:28]([N:31]2[CH2:36][CH2:35][N:34]([CH2:21][CH2:20][CH2:19][C:9]3[CH:10]=[C:11]([C:12]4[CH:17]=[CH:16][C:15]([CH3:18])=[CH:14][CH:13]=4)[N:7]([C:1]4[CH:6]=[CH:5][CH:4]=[CH:3][CH:2]=4)[N:8]=3)[CH2:33][CH2:32]2)=[CH:29][CH:30]=1. (4) Given the reactants C([O:3][C:4]([C:6]1[C:7]2[CH2:23][O:22][C:21]3[CH:20]=[C:19]([O:24][CH3:25])[C:18]([C:26]#[N:27])=[CH:17][C:16]=3[C:8]=2[N:9]([C:11]2[CH:15]=[CH:14][S:13][CH:12]=2)[N:10]=1)=[O:5])C.CO.[OH-].[K+], predict the reaction product. The product is: [C:26]([C:18]1[C:19]([O:24][CH3:25])=[CH:20][C:21]2[O:22][CH2:23][C:7]3[C:6]([C:4]([OH:5])=[O:3])=[N:10][N:9]([C:11]4[CH:15]=[CH:14][S:13][CH:12]=4)[C:8]=3[C:16]=2[CH:17]=1)#[N:27]. (5) Given the reactants Cl.[F:2][C:3]([F:16])([F:15])[C:4]1[CH:14]=[CH:13][CH:12]=[CH:11][C:5]=1[CH2:6][CH:7]1[CH2:10][NH:9][CH2:8]1.Cl[C:18]1[N:23]=[N:22][C:21]([C:24]([O:26][CH3:27])=[O:25])=[CH:20][CH:19]=1.C(=O)([O-])[O-].[K+].[K+].OP([O-])(O)=O.[K+], predict the reaction product. The product is: [F:16][C:3]([F:2])([F:15])[C:4]1[CH:14]=[CH:13][CH:12]=[CH:11][C:5]=1[CH2:6][CH:7]1[CH2:8][N:9]([C:18]2[N:23]=[N:22][C:21]([C:24]([O:26][CH3:27])=[O:25])=[CH:20][CH:19]=2)[CH2:10]1. (6) The product is: [Cl:27][C:20]1[C:21]([N:8]2[CH2:7][CH2:6][N:5]([CH2:4][C:3]3[C:11]([F:15])=[CH:12][CH:13]=[CH:14][C:2]=3[Cl:1])[CH2:10][CH2:9]2)=[C:22]([N+:23]([O-:25])=[O:24])[C:17]([NH2:16])=[N:18][CH:19]=1. Given the reactants [Cl:1][C:2]1[CH:14]=[CH:13][CH:12]=[C:11]([F:15])[C:3]=1[CH2:4][N:5]1[CH2:10][CH2:9][NH:8][CH2:7][CH2:6]1.[NH2:16][C:17]1[C:22]([N+:23]([O-:25])=[O:24])=[C:21](Cl)[C:20]([Cl:27])=[CH:19][N:18]=1, predict the reaction product.